From a dataset of Catalyst prediction with 721,799 reactions and 888 catalyst types from USPTO. Predict which catalyst facilitates the given reaction. (1) Reactant: [CH3:1][O:2][C:3]1[CH:8]=[CH:7][C:6]([CH2:9][C:10]([OH:12])=O)=[CH:5][CH:4]=1.[CH3:13][O:14][C:15]1[CH:16]=[C:17]([CH:21]=[CH:22][C:23]=1[O:24][CH3:25])[CH2:18][CH2:19][NH2:20].CCOCC. Product: [CH3:13][O:14][C:15]1[CH:16]=[C:17]([CH:21]=[CH:22][C:23]=1[O:24][CH3:25])[CH2:18][CH2:19][NH:20][C:10](=[O:12])[CH2:9][C:6]1[CH:5]=[CH:4][C:3]([O:2][CH3:1])=[CH:8][CH:7]=1. The catalyst class is: 22. (2) Reactant: [CH3:1][O:2][C:3]1[CH:11]=[CH:10][C:6]([C:7](Cl)=[O:8])=[CH:5][CH:4]=1.[N+:12]([C:15]1[O:19][C:18]([C:20]([N:22]2[CH2:27][CH2:26][NH:25][CH2:24][CH2:23]2)=[O:21])=[CH:17][CH:16]=1)([O-:14])=[O:13]. Product: [CH3:1][O:2][C:3]1[CH:11]=[CH:10][C:6]([C:7]([N:25]2[CH2:26][CH2:27][N:22]([C:20]([C:18]3[O:19][C:15]([N+:12]([O-:14])=[O:13])=[CH:16][CH:17]=3)=[O:21])[CH2:23][CH2:24]2)=[O:8])=[CH:5][CH:4]=1. The catalyst class is: 624. (3) Reactant: [CH2:1]([O:3][C:4](=[O:20])[CH2:5][S:6](=[O:19])(=[O:18])[NH:7][C:8]1[CH:13]=[CH:12][CH:11]=[C:10]([NH:14][C:15](=[O:17])[CH3:16])[CH:9]=1)[CH3:2].[OH:21][C:22]1[CH:29]=C(O)C=C[C:23]=1[CH:24]=O.N1CCC[CH2:33][CH2:32]1. Product: [CH3:32][C:33]1[C:2]2[CH:24]=[CH:23][C:22]([OH:21])=[CH:29][C:1]=2[O:3][C:4](=[O:20])[C:5]=1[S:6]([NH:7][C:8]1[CH:13]=[CH:12][CH:11]=[C:10]([NH:14][C:15](=[O:17])[CH3:16])[CH:9]=1)(=[O:19])=[O:18]. The catalyst class is: 8. (4) Reactant: [NH2:1][C:2]1[C:3]2[C:10]([C:11]3[CH:16]=[CH:15][C:14]([Cl:17])=[CH:13][CH:12]=3)=[C:9]([Cl:18])[N:8]([C@@H:19]3[CH2:23][CH2:22][N:21]([C:24](OC(C)(C)C)=[O:25])[CH2:20]3)[C:4]=2[N:5]=[CH:6][N:7]=1.C(O)(C(F)(F)F)=O.CCN(C(C)C)C(C)C.[CH:47]1([N:50]([CH3:57])[CH2:51]/[CH:52]=[CH:53]/C(O)=O)[CH2:49][CH2:48]1.CN(C(ON1N=NC2C=CC=CC1=2)=[N+](C)C)C.F[P-](F)(F)(F)(F)F. Product: [NH2:1][C:2]1[C:3]2[C:10]([C:11]3[CH:12]=[CH:13][C:14]([Cl:17])=[CH:15][CH:16]=3)=[C:9]([Cl:18])[N:8]([C@@H:19]3[CH2:23][CH2:22][N:21]([C:24](=[O:25])/[CH:53]=[CH:52]/[CH2:51][N:50]([CH:47]4[CH2:49][CH2:48]4)[CH3:57])[CH2:20]3)[C:4]=2[N:5]=[CH:6][N:7]=1. The catalyst class is: 2. (5) Reactant: C(OC([N:8]1[C:12]2[CH:13]=[C:14]([S:18]([C:21]3[CH:25]=[C:24]([C:26]([NH:28][C:29]([O:31][C:32]([CH3:35])([CH3:34])[CH3:33])=[O:30])=[NH:27])[S:23][C:22]=3[S:36][CH3:37])(=[O:20])=[O:19])[CH:15]=[C:16]([Br:17])[C:11]=2[N:10]=[CH:9]1)=O)(C)(C)C.C([O-])([O-])=O.[Na+].[Na+]. Product: [C:32]([O:31][C:29](=[O:30])[NH:28][C:26]([C:24]1[S:23][C:22]([S:36][CH3:37])=[C:21]([S:18]([C:14]2[CH:15]=[C:16]([Br:17])[C:11]3[N:10]=[CH:9][NH:8][C:12]=3[CH:13]=2)(=[O:19])=[O:20])[CH:25]=1)=[NH:27])([CH3:35])([CH3:34])[CH3:33]. The catalyst class is: 5. (6) Reactant: [NH2:1][C:2]1[S:3][C:4]([CH2:12][CH2:13][N:14]2[C:22](=[O:23])[C:21]3[C:16](=[CH:17][CH:18]=[CH:19][CH:20]=3)[C:15]2=[O:24])=[CH:5][C:6]=1[C:7]([O:9]CC)=O.C(O)(=O)C.[CH:29](N)=[NH:30]. Product: [OH:9][C:7]1[C:6]2[CH:5]=[C:4]([CH2:12][CH2:13][N:14]3[C:22](=[O:23])[C:21]4[C:16](=[CH:17][CH:18]=[CH:19][CH:20]=4)[C:15]3=[O:24])[S:3][C:2]=2[N:1]=[CH:29][N:30]=1. The catalyst class is: 9. (7) Reactant: Cl.Cl.[N:3]1([CH2:8][C:9]([CH2:28][O:29][CH2:30][CH2:31][CH2:32][CH2:33][CH2:34][CH2:35][CH2:36][CH2:37][CH2:38][CH3:39])([CH2:16][O:17][CH2:18][CH2:19][CH2:20][CH2:21][CH2:22][CH2:23][CH2:24][CH2:25][CH2:26][CH3:27])[CH2:10][N:11]2[CH2:15][CH2:14][CH2:13][CH2:12]2)[CH2:7][CH2:6][CH2:5][CH2:4]1. Product: [N:3]1([CH2:8][C:9]([CH2:16][O:17][CH2:18][CH2:19][CH2:20][CH2:21][CH2:22][CH2:23][CH2:24][CH2:25][CH2:26][CH3:27])([CH2:28][O:29][CH2:30][CH2:31][CH2:32][CH2:33][CH2:34][CH2:35][CH2:36][CH2:37][CH2:38][CH3:39])[CH2:10][N:11]2[CH2:15][CH2:14][CH2:13][CH2:12]2)[CH2:4][CH2:5][CH2:6][CH2:7]1. The catalyst class is: 74.